Regression. Given a peptide amino acid sequence and an MHC pseudo amino acid sequence, predict their binding affinity value. This is MHC class II binding data. From a dataset of Peptide-MHC class II binding affinity with 134,281 pairs from IEDB. (1) The peptide sequence is GAMLVGQVTLLDLLK. The MHC is HLA-DQA10201-DQB10303 with pseudo-sequence HLA-DQA10201-DQB10303. The binding affinity (normalized) is 0.473. (2) The peptide sequence is WLWYIKIFIMIVGGLIG. The MHC is DRB1_0101 with pseudo-sequence DRB1_0101. The binding affinity (normalized) is 0.723. (3) The peptide sequence is LNKMRAVWVDGKART. The MHC is DRB1_0701 with pseudo-sequence DRB1_0701. The binding affinity (normalized) is 0.527. (4) The peptide sequence is KFDSRLAFHHMARELH. The MHC is DRB1_1501 with pseudo-sequence DRB1_1501. The binding affinity (normalized) is 0.555. (5) The peptide sequence is AYTSSDDQISLFDQS. The MHC is DRB5_0101 with pseudo-sequence DRB5_0101. The binding affinity (normalized) is 0.208.